From a dataset of Catalyst prediction with 721,799 reactions and 888 catalyst types from USPTO. Predict which catalyst facilitates the given reaction. (1) Product: [C:1]([O:5][C:6](=[O:16])[NH:7][C:8]1[CH:13]=[C:12]([CH3:14])[CH:11]=[CH:10][C:9]=1[O:15][CH2:40][CH2:39][CH2:38][N:37]([CH3:42])[CH3:36])([CH3:4])([CH3:2])[CH3:3]. The catalyst class is: 54. Reactant: [C:1]([O:5][C:6](=[O:16])[NH:7][C:8]1[CH:13]=[C:12]([CH3:14])[CH:11]=[CH:10][C:9]=1[OH:15])([CH3:4])([CH3:3])[CH3:2].C1(P(C2C=CC=CC=2)C2C=CC=CC=2)C=CC=CC=1.[CH3:36][N:37]([CH3:42])[CH2:38][CH2:39][CH2:40]O.N(C(OC(C)C)=O)=NC(OC(C)C)=O. (2) Reactant: [CH:1]1[CH:2]=[C:3]([CH2:6][NH:7][C:8]2[C:13]([C:14]([OH:16])=O)=[CH:12][C:11]([S:17]([NH2:20])(=[O:19])=[O:18])=[C:10]([Cl:21])[CH:9]=2)[O:4][CH:5]=1.C1N=C[N:24](C(N2C=NC=C2)=O)C=1.[NH:34]1[CH2:39][CH2:38][CH2:37][CH2:36][CH2:35]1. Product: [N:34]1([NH:24][C:14](=[O:16])[C:13]2[CH:12]=[C:11]([S:17]([NH2:20])(=[O:19])=[O:18])[C:10]([Cl:21])=[CH:9][C:8]=2[NH:7][CH2:6][C:3]2[O:4][CH:5]=[CH:1][CH:2]=2)[CH2:39][CH2:38][CH2:37][CH2:36][CH2:35]1. The catalyst class is: 1. (3) Reactant: C(O[BH-](OC(=O)C)OC(=O)C)(=O)C.[Na+].[CH2:15]([N:17]1[C:25]2[CH:24]=[CH:23][C:22]([C:26]([N:28]3[CH2:33][CH2:32][CH:31]([CH3:34])[CH2:30][CH2:29]3)=[O:27])=[CH:21][C:20]=2[C:19]2[CH2:35][NH:36][CH2:37][CH2:38][C:18]1=2)[CH3:16].[C:39]1(=O)[CH2:43][CH2:42][CH2:41][CH2:40]1. Product: [CH:39]1([N:36]2[CH2:37][CH2:38][C:18]3[N:17]([CH2:15][CH3:16])[C:25]4[CH:24]=[CH:23][C:22]([C:26]([N:28]5[CH2:33][CH2:32][CH:31]([CH3:34])[CH2:30][CH2:29]5)=[O:27])=[CH:21][C:20]=4[C:19]=3[CH2:35]2)[CH2:43][CH2:42][CH2:41][CH2:40]1. The catalyst class is: 4. (4) Reactant: C(O[N:5]=[C:6]([C:8]1[CH:13]=[CH:12][CH:11]=[C:10]([CH3:14])[C:9]=1[OH:15])[CH3:7])(=O)C. Product: [CH3:7][C:6]1[C:8]2[CH:13]=[CH:12][CH:11]=[C:10]([CH3:14])[C:9]=2[O:15][N:5]=1. The catalyst class is: 17. (5) Reactant: [F:1][C:2]([F:21])([F:20])[C:3]1[CH:19]=[CH:18][C:6]([CH2:7][NH:8][S:9]([C:12]2[CH:17]=[CH:16][CH:15]=[CH:14][CH:13]=2)(=[O:11])=[O:10])=[CH:5][CH:4]=1.Br[CH2:23][C:24]([C:26]1[CH:31]=[CH:30][CH:29]=[CH:28][CH:27]=1)=[O:25].C(=O)([O-])[O-].[Cs+].[Cs+]. Product: [O:25]=[C:24]([C:26]1[CH:31]=[CH:30][CH:29]=[CH:28][CH:27]=1)[CH2:23][N:8]([CH2:7][C:6]1[CH:18]=[CH:19][C:3]([C:2]([F:1])([F:20])[F:21])=[CH:4][CH:5]=1)[S:9]([C:12]1[CH:17]=[CH:16][CH:15]=[CH:14][CH:13]=1)(=[O:10])=[O:11]. The catalyst class is: 3.